This data is from Catalyst prediction with 721,799 reactions and 888 catalyst types from USPTO. The task is: Predict which catalyst facilitates the given reaction. (1) Reactant: [Cl:1][C:2]1[C:7]([C:8]2[C:9](=[O:22])[NH:10][C:11](=[O:21])[N:12]([CH2:14][CH2:15][CH:16](OC)[O:17]C)[CH:13]=2)=[CH:6][CH:5]=[CH:4][N:3]=1. Product: [Cl:1][C:2]1[C:7]([C:8]2[C:9](=[O:22])[NH:10][C:11](=[O:21])[N:12]([CH2:14][CH2:15][CH:16]=[O:17])[CH:13]=2)=[CH:6][CH:5]=[CH:4][N:3]=1. The catalyst class is: 1. (2) Reactant: [NH:1]1[C:9]2[C:4](=[N:5][CH:6]=[CH:7][CH:8]=2)[CH:3]=[C:2]1[C:10]([NH2:12])=[O:11].[Cl:13][C:14]1[CH:19]=[CH:18][C:17]([Cl:20])=[CH:16][C:15]=1[S:21][S:21][C:15]1[CH:16]=[C:17]([Cl:20])[CH:18]=[CH:19][C:14]=1[Cl:13]. Product: [Cl:13][C:14]1[CH:19]=[CH:18][C:17]([Cl:20])=[CH:16][C:15]=1[S:21][C:3]1[C:4]2=[N:5][CH:6]=[CH:7][CH:8]=[C:9]2[NH:1][C:2]=1[C:10]([NH2:12])=[O:11]. The catalyst class is: 3. (3) Product: [CH3:24][C:9]1([NH:8][C:6](=[O:7])[O:5][C:1]([CH3:4])([CH3:3])[CH3:2])[CH2:13][CH2:12][NH:11][CH2:10]1. The catalyst class is: 19. Reactant: [C:1]([O:5][C:6]([NH:8][C:9]1([CH3:24])[CH2:13][CH2:12][N:11](C(OCC2C=CC=CC=2)=O)[CH2:10]1)=[O:7])([CH3:4])([CH3:3])[CH3:2].